Dataset: Forward reaction prediction with 1.9M reactions from USPTO patents (1976-2016). Task: Predict the product of the given reaction. (1) The product is: [CH3:1][C:2]1[CH:10]=[CH:9][C:8]([N+:11]([O-:13])=[O:12])=[CH:7][C:3]=1[C:4]([O:6][CH3:15])=[O:5]. Given the reactants [CH3:1][C:2]1[CH:10]=[CH:9][C:8]([N+:11]([O-:13])=[O:12])=[CH:7][C:3]=1[C:4]([OH:6])=[O:5].Cl.[CH3:15]O, predict the reaction product. (2) Given the reactants [CH2:1](/[C:3](/[C:11]1[CH:16]=[CH:15][C:14]([C:17]([C:22]2[CH:35]=[CH:34][C:25]([O:26][CH2:27][C@H:28]3[O:32][C:31](=[O:33])[CH2:30][CH2:29]3)=[C:24]([CH3:36])[CH:23]=2)([CH2:20][CH3:21])[CH2:18][CH3:19])=[CH:13][C:12]=1[CH3:37])=[CH:4]\[C:5]([CH2:9][CH3:10])([OH:8])[CH2:6][CH3:7])[CH3:2].[OH-:38].[K+], predict the reaction product. The product is: [CH2:1](/[C:3](/[C:11]1[CH:16]=[CH:15][C:14]([C:17]([C:22]2[CH:35]=[CH:34][C:25]([O:26][CH2:27][C@@H:28]([OH:38])[CH2:29][CH2:30][C:31]([OH:32])=[O:33])=[C:24]([CH3:36])[CH:23]=2)([CH2:20][CH3:21])[CH2:18][CH3:19])=[CH:13][C:12]=1[CH3:37])=[CH:4]\[C:5]([CH2:9][CH3:10])([OH:8])[CH2:6][CH3:7])[CH3:2].